This data is from Full USPTO retrosynthesis dataset with 1.9M reactions from patents (1976-2016). The task is: Predict the reactants needed to synthesize the given product. (1) Given the product [C:32]([CH2:31][C:26]1[CH:27]=[C:28]([C:2]#[C:1][C:3]2[CH:12]=[CH:11][C:6]([C:7]([O:9][CH3:10])=[O:8])=[CH:5][C:4]=2[O:13][CH2:14][CH2:15][CH2:16][CH2:17][CH2:18][CH2:19][CH2:20][CH3:21])[CH:29]=[C:24]([CH2:23][OH:22])[CH:25]=1)#[N:33], predict the reactants needed to synthesize it. The reactants are: [C:1]([C:3]1[CH:12]=[CH:11][C:6]([C:7]([O:9][CH3:10])=[O:8])=[CH:5][C:4]=1[O:13][CH2:14][CH2:15][CH2:16][CH2:17][CH2:18][CH2:19][CH2:20][CH3:21])#[CH:2].[OH:22][CH2:23][C:24]1[CH:25]=[C:26]([CH2:31][C:32]#[N:33])[CH:27]=[C:28](I)[CH:29]=1.C(NC(C)C)(C)C.C(Cl)Cl. (2) Given the product [Cl:1][C:2]1[CH:11]=[CH:10][C:9]2[N:8]=[CH:7][C:6]3[N:12]=[N:13][N:14]([CH:15]4[CH2:20][CH2:19][N:18]([C:21](=[O:25])[CH:22]([CH3:24])[CH3:23])[CH2:17][CH2:16]4)[C:5]=3[C:4]=2[N:3]=1, predict the reactants needed to synthesize it. The reactants are: [Cl:1][C:2]1[CH:11]=[CH:10][C:9]2[N:8]=[CH:7][C:6]3[N:12]=[N:13][N:14]([CH:15]4[CH2:20][CH2:19][NH:18][CH2:17][CH2:16]4)[C:5]=3[C:4]=2[N:3]=1.[C:21](O)(=[O:25])[CH:22]([CH3:24])[CH3:23].CN(C(ON1N=NC2C=CC=NC1=2)=[N+](C)C)C.F[P-](F)(F)(F)(F)F.CCN(C(C)C)C(C)C. (3) The reactants are: [C:1]([O:5][C:6]([NH:8][CH2:9][CH:10]([C:14]1[CH:19]=[CH:18][C:17]([CH2:20][O:21][Si:22]([CH:29]([CH3:31])[CH3:30])([CH:26]([CH3:28])[CH3:27])[CH:23]([CH3:25])[CH3:24])=[CH:16][CH:15]=1)[C:11]([OH:13])=O)=[O:7])([CH3:4])([CH3:3])[CH3:2].C(Cl)CCl.[NH2:36][C:37]1[CH:45]=[CH:44][C:40]([C:41]([NH2:43])=[O:42])=[C:39]([F:46])[CH:38]=1. Given the product [C:41]([C:40]1[CH:44]=[CH:45][C:37]([NH:36][C:11](=[O:13])[CH:10]([C:14]2[CH:19]=[CH:18][C:17]([CH2:20][O:21][Si:22]([CH:29]([CH3:30])[CH3:31])([CH:26]([CH3:27])[CH3:28])[CH:23]([CH3:24])[CH3:25])=[CH:16][CH:15]=2)[CH2:9][NH:8][C:6](=[O:7])[O:5][C:1]([CH3:2])([CH3:4])[CH3:3])=[CH:38][C:39]=1[F:46])(=[O:42])[NH2:43], predict the reactants needed to synthesize it. (4) Given the product [ClH:1].[CH3:32][C:33]1[N:34]=[C:35]([NH:24][C:11]2[C:10]([O:25][C:26]3[CH:31]=[CH:30][CH:29]=[CH:28][CH:27]=3)=[CH:9][C:14]([S:15][CH:16]([C:18]3[CH:23]=[CH:22][CH:21]=[CH:20][N:19]=3)[CH3:17])=[CH:13][N:12]=2)[S:36][CH:37]=1, predict the reactants needed to synthesize it. The reactants are: [ClH:1].Cl.CC1N=C([C:9]2[C:14]([S:15][CH:16]([C:18]3[CH:23]=[CH:22][CH:21]=[CH:20][N:19]=3)[CH3:17])=[CH:13][N:12]=[C:11]([NH2:24])[C:10]=2[O:25][C:26]2[CH:31]=[CH:30][CH:29]=[CH:28][CH:27]=2)SC=1.[CH3:32][C:33]1[N:34]=[C:35](NC2N=CC(SCCC(OC)=O)=CC=2OC2C=CC=CC=2)[S:36][CH:37]=1.CC([O-])(C)C.[K+].BrC(C1C=CC=CN=1)C. (5) Given the product [Cl:11][C:9]1[CH:8]=[CH:7][C:3]([C:4]([OH:6])=[O:5])=[C:2]([NH:19][CH2:18][C:15]2[CH:16]=[CH:17][N:12]=[CH:13][CH:14]=2)[N:10]=1, predict the reactants needed to synthesize it. The reactants are: Cl[C:2]1[N:10]=[C:9]([Cl:11])[CH:8]=[CH:7][C:3]=1[C:4]([OH:6])=[O:5].[N:12]1[CH:17]=[CH:16][C:15]([CH2:18][NH2:19])=[CH:14][CH:13]=1. (6) Given the product [CH:2]1([CH2:5][O:6][C:7]2[CH:12]=[C:11]([O:13][CH3:14])[C:10]([F:15])=[CH:9][C:8]=2[C:16]2[C:17]3[NH:24][C:23]([CH3:25])=[C:22]([C:26]([NH:28][CH:29]4[CH2:30][CH2:31][N:32]([C:35](=[O:38])[CH2:36][CH3:37])[CH2:33][CH2:34]4)=[O:27])[C:18]=3[N:19]=[CH:20][N:21]=2)[CH2:4][CH2:3]1, predict the reactants needed to synthesize it. The reactants are: Cl.[CH:2]1([CH2:5][O:6][C:7]2[CH:12]=[C:11]([O:13][CH3:14])[C:10]([F:15])=[CH:9][C:8]=2[C:16]2[C:17]3[NH:24][C:23]([CH3:25])=[C:22]([C:26]([NH:28][CH:29]4[CH2:34][CH2:33][NH:32][CH2:31][CH2:30]4)=[O:27])[C:18]=3[N:19]=[CH:20][N:21]=2)[CH2:4][CH2:3]1.[C:35](Cl)(=[O:38])[CH2:36][CH3:37]. (7) Given the product [Cl:23][C:13]1[CH2:14][C:2]([CH3:16])([CH3:1])[CH2:3][C:4]2[C:5]=1[S:6][CH2:7][C@@H:8]([C:10]([O:12][CH2:17][CH3:18])=[O:11])[N:9]=2, predict the reactants needed to synthesize it. The reactants are: [CH3:1][C:2]1([CH3:16])[CH2:14][C:13](=O)[C:5]2[S:6][CH2:7][CH:8]([C:10]([O-:12])=[O:11])[NH:9][C:4]=2[CH2:3]1.[C:17](Cl)(=O)[C:18](Cl)=O.[Cl:23]CCl. (8) Given the product [F:11][C:12]1[CH:20]=[C:19]([F:21])[C:18]([F:22])=[CH:17][C:13]=1[C:14]1[O:1][N:2]=[C:3]([C:4]2[CH:5]=[N:6][CH:7]=[CH:8][CH:9]=2)[N:10]=1, predict the reactants needed to synthesize it. The reactants are: [OH:1][N:2]=[C:3]([NH2:10])[C:4]1[CH:9]=[CH:8][CH:7]=[N:6][CH:5]=1.[F:11][C:12]1[CH:20]=[C:19]([F:21])[C:18]([F:22])=[CH:17][C:13]=1[C:14](O)=O.N.